Task: Predict the product of the given reaction.. Dataset: Forward reaction prediction with 1.9M reactions from USPTO patents (1976-2016) Given the reactants [N:1]([CH:4]([C:9]1([N:12]=[C:13]([C:20]2[CH:25]=[CH:24][CH:23]=[CH:22][CH:21]=2)[C:14]2[CH:19]=[CH:18][CH:17]=[CH:16][CH:15]=2)[CH2:11][CH2:10]1)[C:5]([O:7][CH3:8])=[O:6])=[N+]=[N-].C1C=CC(P(C2C=CC=CC=2)C2C=CC=CC=2)=CC=1, predict the reaction product. The product is: [NH2:1][CH:4]([C:9]1([N:12]=[C:13]([C:20]2[CH:25]=[CH:24][CH:23]=[CH:22][CH:21]=2)[C:14]2[CH:15]=[CH:16][CH:17]=[CH:18][CH:19]=2)[CH2:10][CH2:11]1)[C:5]([O:7][CH3:8])=[O:6].